This data is from Full USPTO retrosynthesis dataset with 1.9M reactions from patents (1976-2016). The task is: Predict the reactants needed to synthesize the given product. (1) Given the product [Cl:1][C:2]1[C:3]([NH:29][C:30]2[CH:34]=[C:33]([CH3:35])[NH:32][N:31]=2)=[N:4][C:5]([NH:8][C:9]2[CH:10]=[C:11]([CH3:28])[C:12]([CH:15]3[CH2:16][CH2:17][NH:18][CH2:19][CH2:20]3)=[CH:13][N:14]=2)=[N:6][CH:7]=1, predict the reactants needed to synthesize it. The reactants are: [Cl:1][C:2]1[C:3]([NH:29][C:30]2[CH:34]=[C:33]([CH3:35])[N:32](C3CCCCO3)[N:31]=2)=[N:4][C:5]([NH:8][C:9]2[N:14]=[CH:13][C:12]([CH:15]3[CH2:20][CH2:19][N:18](C(OC(C)(C)C)=O)[CH2:17][CH2:16]3)=[C:11]([CH3:28])[CH:10]=2)=[N:6][CH:7]=1.C(O)(C(F)(F)F)=O. (2) Given the product [CH3:1][N:2]([C:7]1[CH:8]=[CH:9][C:10]([C:13]2[CH:18]=[CH:17][N:16]=[C:15]3[NH:19][C:20]([CH3:22])=[CH:21][C:14]=23)=[CH:11][CH:12]=1)[S:3]([CH3:6])(=[O:4])=[O:5], predict the reactants needed to synthesize it. The reactants are: [CH3:1][N:2]([C:7]1[CH:12]=[CH:11][C:10]([C:13]2[CH:18]=[CH:17][N:16]=[C:15]3[N:19](S(C4C=CC=CC=4)(=O)=O)[C:20]([CH3:22])=[CH:21][C:14]=23)=[CH:9][CH:8]=1)[S:3]([CH3:6])(=[O:5])=[O:4].[OH-].[Na+].O. (3) Given the product [C:12]([O:16][C:17](=[O:36])[NH:18][CH:19]([CH2:28][C:29]1[CH:30]=[CH:31][C:32]([Cl:35])=[CH:33][CH:34]=1)[C:20]([N:21]1[CH2:26][CH2:25][N:24]([C:2]2[C:3]3[S:10][C:9]([I:11])=[CH:8][C:4]=3[N:5]=[CH:6][N:7]=2)[CH2:23][CH2:22]1)=[O:27])([CH3:15])([CH3:13])[CH3:14], predict the reactants needed to synthesize it. The reactants are: Cl[C:2]1[C:3]2[S:10][C:9]([I:11])=[CH:8][C:4]=2[N:5]=[CH:6][N:7]=1.[C:12]([O:16][C:17](=[O:36])[NH:18][CH:19]([CH2:28][C:29]1[CH:34]=[CH:33][C:32]([Cl:35])=[CH:31][CH:30]=1)[C:20](=[O:27])[N:21]1[CH2:26][CH2:25][NH:24][CH2:23][CH2:22]1)([CH3:15])([CH3:14])[CH3:13]. (4) Given the product [CH3:1][C:2]1[CH:3]=[C:4]2[C:9](=[CH:10][C:11]=1[N+:17]([O-:19])=[O:18])[NH:8][CH2:7][CH2:6][CH2:5]2, predict the reactants needed to synthesize it. The reactants are: [CH3:1][C:2]1[CH:3]=[C:4]2[C:9](=[CH:10][CH:11]=1)[NH:8][CH2:7][CH2:6][CH2:5]2.OS(O)(=O)=O.[N+:17]([O-])([OH:19])=[O:18].C([O-])(O)=O.[Na+]. (5) The reactants are: Cl[C:2]1[CH:7]=[C:6]([C:8]2[N:13]=[C:12]([CH:14]([F:16])[F:15])[CH:11]=[C:10]([C:17]3[CH:22]=[CH:21][C:20]([C:23]([F:26])([F:25])[F:24])=[CH:19][CH:18]=3)[N:9]=2)[CH:5]=[CH:4][N:3]=1.[NH2:27][C:28]1[CH:33]=[CH:32][C:31](B2OC(C)(C)C(C)(C)O2)=[CH:30][N:29]=1. Given the product [F:15][CH:14]([F:16])[C:12]1[CH:11]=[C:10]([C:17]2[CH:22]=[CH:21][C:20]([C:23]([F:26])([F:25])[F:24])=[CH:19][CH:18]=2)[N:9]=[C:8]([C:6]2[CH:5]=[CH:4][N:3]=[C:2]([C:31]3[CH:30]=[N:29][C:28]([NH2:27])=[CH:33][CH:32]=3)[CH:7]=2)[N:13]=1, predict the reactants needed to synthesize it. (6) Given the product [Br:1][C:2]1[CH:3]=[CH:4][C:5]([C:8]2[O:12][N:11]=[C:10]([CH3:13])[C:9]=2[NH:14][CH:23]([CH3:24])[CH2:22][CH2:21][C:15]2[CH:20]=[CH:19][CH:18]=[CH:17][CH:16]=2)=[CH:6][CH:7]=1, predict the reactants needed to synthesize it. The reactants are: [Br:1][C:2]1[CH:7]=[CH:6][C:5]([C:8]2[O:12][N:11]=[C:10]([CH3:13])[C:9]=2[NH2:14])=[CH:4][CH:3]=1.[C:15]1([CH2:21][CH2:22][C:23](=O)[CH3:24])[CH:20]=[CH:19][CH:18]=[CH:17][CH:16]=1. (7) Given the product [CH2:14]([O:16][C:17](=[O:28])[C:18]([OH:27])([C:23]([F:26])([F:25])[F:24])[CH2:19][C:20]([C:10]1[CH:11]=[C:6]([Br:5])[CH:7]=[CH:8][C:9]=1[O:12][CH3:13])([CH3:22])[CH3:21])[CH3:15], predict the reactants needed to synthesize it. The reactants are: [Cl-].[Cl-].[Cl-].[Al+3].[Br:5][C:6]1[CH:11]=[CH:10][C:9]([O:12][CH3:13])=[CH:8][CH:7]=1.[CH2:14]([O:16][C:17](=[O:28])[C:18]([OH:27])([C:23]([F:26])([F:25])[F:24])[CH2:19][C:20](=[CH2:22])[CH3:21])[CH3:15].Cl. (8) The reactants are: C[O:2][C:3]1[CH:11]=[C:10]2[C:6]([CH:7]=[CH:8][NH:9]2)=[CH:5][CH:4]=1.B(Br)(Br)Br. Given the product [OH:2][C:3]1[CH:11]=[C:10]2[C:6]([CH:7]=[CH:8][NH:9]2)=[CH:5][CH:4]=1, predict the reactants needed to synthesize it. (9) Given the product [NH2:23][C:20]1[N:21]=[CH:22][C:17]([C:3]2[CH:4]=[CH:5][C:6]([C:25]3[CH:30]=[CH:29][CH:28]=[CH:27][C:26]=3[NH:31][C:32](=[O:34])[CH3:33])=[CH:7][C:2]=2[F:1])=[N:18][CH:19]=1, predict the reactants needed to synthesize it. The reactants are: [F:1][C:2]1[CH:7]=[C:6](B2OC(C)(C)C(C)(C)O2)[CH:5]=[CH:4][C:3]=1[C:17]1[N:18]=[CH:19][C:20]([NH2:23])=[N:21][CH:22]=1.Br[C:25]1[CH:30]=[CH:29][CH:28]=[CH:27][C:26]=1[NH:31][C:32](=[O:34])[CH3:33]. (10) Given the product [Cl:40][C:41]1[CH:42]=[CH:43][C:44]([C:47]2[C:53]3[CH:54]=[C:55]([O:58][CH2:59][CH2:60][CH2:61][CH2:62][C:63]([NH:76][C:77]4[CH:78]=[C:79]([B:83]([OH:85])[OH:84])[CH:80]=[CH:81][CH:82]=4)=[O:65])[CH:56]=[CH:57][C:52]=3[N:51]3[C:66]([CH3:69])=[N:67][N:68]=[C:50]3[C@H:49]([CH2:70][C:71]([NH:73][CH2:74][CH3:75])=[O:72])[N:48]=2)=[CH:45][CH:46]=1, predict the reactants needed to synthesize it. The reactants are: ClC1C=CC(C2C3C=C(OCC(=O)NC4C=CC=CC=4)C=CC=3N3C(C)=NN=C3[C@H](CC(NCC)=O)N=2)=CC=1.[Cl:40][C:41]1[CH:46]=[CH:45][C:44]([C:47]2[C:53]3[CH:54]=[C:55]([O:58][CH2:59][CH2:60][CH2:61][CH2:62][C:63]([OH:65])=O)[CH:56]=[CH:57][C:52]=3[N:51]3[C:66]([CH3:69])=[N:67][N:68]=[C:50]3[C@H:49]([CH2:70][C:71]([NH:73][CH2:74][CH3:75])=[O:72])[N:48]=2)=[CH:43][CH:42]=1.[NH2:76][C:77]1[CH:78]=[C:79]([B:83]([OH:85])[OH:84])[CH:80]=[CH:81][CH:82]=1.